This data is from Reaction yield outcomes from USPTO patents with 853,638 reactions. The task is: Predict the reaction yield, written as a fraction of the theoretical maximum amount of product (1.0 means a 100% yield; for example, 0.34 means a 34% yield). (1) The reactants are [Cl:1][C:2]1[CH:3]=[C:4]2[C:10]([C:11]3[N:16]=[C:15]([NH:17][C@H:18]4[CH2:22][CH2:21][N:20]([S:23]([CH3:26])(=[O:25])=[O:24])[CH2:19]4)[C:14]([F:27])=[CH:13][N:12]=3)=[CH:9][NH:8][C:5]2=[N:6][CH:7]=1.[CH:28]1(CS(Cl)(=O)=O)[CH2:32][CH2:31][CH2:30][CH2:29]1. No catalyst specified. The product is [Cl:1][C:2]1[CH:3]=[C:4]2[C:10]([C:11]3[N:16]=[C:15]([NH:17][C@H:18]4[CH2:22][CH2:21][N:20]([S:23]([CH2:26][CH:28]5[CH2:32][CH2:31][CH2:30][CH2:29]5)(=[O:24])=[O:25])[CH2:19]4)[C:14]([F:27])=[CH:13][N:12]=3)=[CH:9][NH:8][C:5]2=[N:6][CH:7]=1. The yield is 0.580. (2) The catalyst is CN(C=O)C.O. The reactants are [H-].[Na+].[NH:3]1[C:11]2[C:6](=[CH:7][CH:8]=[CH:9][CH:10]=2)[C:5]([C:12]([O:14][CH3:15])=[O:13])=[CH:4]1.[CH3:16]I. The yield is 0.960. The product is [CH3:16][N:3]1[C:11]2[C:6](=[CH:7][CH:8]=[CH:9][CH:10]=2)[C:5]([C:12]([O:14][CH3:15])=[O:13])=[CH:4]1. (3) The reactants are [Cl:1][C:2]1[C:7]([CH2:8][N:9]([CH2:20][C:21]2[CH:22]=[C:23]([CH:35]=[CH:36][CH:37]=2)[CH2:24][N:25]2[CH:29]([C:30]([OH:32])=O)[CH2:28][CH2:27][S:26]2(=[O:34])=[O:33])[C@H:10]([CH2:16][N:17]([CH3:19])[CH3:18])[CH2:11][C:12]([CH3:15])([CH3:14])[CH3:13])=[C:6]([F:38])[C:5]([O:39][CH3:40])=[CH:4][CH:3]=1.[C:41]1([CH:47]2[CH2:52][CH2:51][NH:50][CH2:49][CH2:48]2)[CH:46]=[CH:45][CH:44]=[CH:43][CH:42]=1. No catalyst specified. The product is [Cl:1][C:2]1[C:7]([CH2:8][N:9]([CH2:20][C:21]2[CH:22]=[C:23]([CH:35]=[CH:36][CH:37]=2)[CH2:24][N:25]2[CH:29]([C:30]([N:50]3[CH2:51][CH2:52][CH:47]([C:41]4[CH:46]=[CH:45][CH:44]=[CH:43][CH:42]=4)[CH2:48][CH2:49]3)=[O:32])[CH2:28][CH2:27][S:26]2(=[O:33])=[O:34])[C@H:10]([CH2:16][N:17]([CH3:18])[CH3:19])[CH2:11][C:12]([CH3:14])([CH3:15])[CH3:13])=[C:6]([F:38])[C:5]([O:39][CH3:40])=[CH:4][CH:3]=1. The yield is 0.230. (4) The reactants are [CH3:1][O:2][C:3]1[CH:11]=[C:10]([CH3:12])[CH:9]=[CH:8][C:4]=1[C:5]([NH2:7])=O.B.O1CCCC1.Cl.O. The catalyst is C1COCC1. The product is [CH3:1][O:2][C:3]1[CH:11]=[C:10]([CH3:12])[CH:9]=[CH:8][C:4]=1[CH2:5][NH2:7]. The yield is 0.640. (5) The reactants are [NH2:1][CH2:2][C:3]([NH:5][CH2:6][C:7]1[N:8]=[C:9]([NH:12][C:13]([NH:15][C:16]2[CH:21]=[CH:20][C:19]([CH3:22])=[CH:18][C:17]=2[C:23]([CH:25]2[CH2:29][CH2:28][CH2:27][CH2:26]2)=[O:24])=[O:14])[S:10][CH:11]=1)=[O:4].[CH3:30][S:31](Cl)(=[O:33])=[O:32]. No catalyst specified. The product is [CH:25]1([C:23]([C:17]2[CH:18]=[C:19]([CH3:22])[CH:20]=[CH:21][C:16]=2[NH:15][C:13](=[O:14])[NH:12][C:9]2[S:10][CH:11]=[C:7]([CH2:6][NH:5][C:3](=[O:4])[CH2:2][NH:1][S:31]([CH3:30])(=[O:33])=[O:32])[N:8]=2)=[O:24])[CH2:29][CH2:28][CH2:27][CH2:26]1. The yield is 0.840. (6) The reactants are C([O:3][C:4](=[O:25])[C@@H:5]([N:10]1[CH2:14][C:13]([O:15][C:16]2[CH:21]=[CH:20][CH:19]=[C:18]([Br:22])[C:17]=2[F:23])=[CH:12][C:11]1=[O:24])[CH2:6][CH:7]([CH3:9])[CH3:8])C.O.[OH-].[Li+]. The product is [Br:22][C:18]1[C:17]([F:23])=[C:16]([CH:21]=[CH:20][CH:19]=1)[O:15][C:13]1[CH2:14][N:10]([C@@H:5]([CH2:6][CH:7]([CH3:9])[CH3:8])[C:4]([OH:25])=[O:3])[C:11](=[O:24])[CH:12]=1. The catalyst is O1CCCC1. The yield is 1.00. (7) The reactants are [C:1](O[BH-](OC(=O)C)OC(=O)C)(=O)C.[Na+].Cl.[CH3:16][N:17]1[CH:21]=[C:20]([C:22]2[CH:23]=[C:24]([C:28]3[N:33]=[CH:32][C:31]([C:34]4[CH:35]=[N:36][N:37]([CH:39]5[CH2:44][CH2:43][NH:42][CH2:41][CH2:40]5)[CH:38]=4)=[CH:30][N:29]=3)[CH:25]=[CH:26][CH:27]=2)[CH:19]=[N:18]1.C=O.CCN(C(C)C)C(C)C.C([O-])(O)=O.[Na+]. The catalyst is ClCCCl.C(Cl)Cl. The product is [CH3:1][N:42]1[CH2:43][CH2:44][CH:39]([N:37]2[CH:38]=[C:34]([C:31]3[CH:30]=[N:29][C:28]([C:24]4[CH:25]=[CH:26][CH:27]=[C:22]([C:20]5[CH:19]=[N:18][N:17]([CH3:16])[CH:21]=5)[CH:23]=4)=[N:33][CH:32]=3)[CH:35]=[N:36]2)[CH2:40][CH2:41]1. The yield is 0.530. (8) The reactants are [BH4-].[Na+].B(F)(F)F.CC[O:9]CC.[CH2:12]([N:19]1[CH2:24][CH:23]=[C:22]([C:25]2[CH:30]=[CH:29][C:28]([O:31][CH3:32])=[CH:27][CH:26]=2)[CH2:21][CH2:20]1)[C:13]1[CH:18]=[CH:17][CH:16]=[CH:15][CH:14]=1.[OH-].[Na+].OO. The product is [CH2:12]([N:19]1[CH2:20][CH2:21][C@@H:22]([C:25]2[CH:26]=[CH:27][C:28]([O:31][CH3:32])=[CH:29][CH:30]=2)[C@H:23]([OH:9])[CH2:24]1)[C:13]1[CH:14]=[CH:15][CH:16]=[CH:17][CH:18]=1. The yield is 0.570. The catalyst is C1COCC1.O.C(O)C. (9) The reactants are C(OC(=O)[NH:7][C@@H:8]([C:12]1[N:21]([NH:22][C:23]2[CH:28]=[CH:27][CH:26]=[CH:25][CH:24]=2)[C:20](=[O:29])[C:19]2[C:14](=[CH:15][C:16]([Cl:30])=[CH:17][CH:18]=2)[N:13]=1)[CH2:9][C:10]#[CH:11])(C)(C)C.Cl. The catalyst is CO.O1CCOCC1. The product is [NH2:7][C@@H:8]([C:12]1[N:21]([NH:22][C:23]2[CH:28]=[CH:27][CH:26]=[CH:25][CH:24]=2)[C:20](=[O:29])[C:19]2[C:14](=[CH:15][C:16]([Cl:30])=[CH:17][CH:18]=2)[N:13]=1)[CH2:9][C:10]#[CH:11]. The yield is 1.00.